The task is: Predict the product of the given reaction.. This data is from Forward reaction prediction with 1.9M reactions from USPTO patents (1976-2016). (1) The product is: [CH2:17]([Sn:7]([CH2:13][CH2:14][CH2:15][CH3:16])([O:6][CH2:30][CH2:31][CH2:32][CH3:33])[O:8][CH2:9][CH2:10][CH2:11][CH3:12])[CH2:18][CH2:19][CH3:20]. Given the reactants C([Sn](CCCC)(OCCCC)[O:6][Sn:7]([CH2:17][CH2:18][CH2:19][CH3:20])([CH2:13][CH2:14][CH2:15][CH3:16])[O:8][CH2:9][CH2:10][CH2:11][CH3:12])CCC.[CH2:30](O)[CH2:31][CH2:32][CH3:33], predict the reaction product. (2) Given the reactants Br[C:2]1[C:3]([NH:8][C:9]2[S:10][CH:11]=[C:12]([CH3:14])[N:13]=2)=[N:4][CH:5]=[CH:6][CH:7]=1.C([O-])([O-])=O.[Cs+].[Cs+].[CH2:21](B1C2CCCC1CCC2)[C:22]1[CH:27]=[CH:26][CH:25]=[CH:24][CH:23]=1.[ClH:37], predict the reaction product. The product is: [ClH:37].[CH2:21]([C:2]1[C:3]([NH:8][C:9]2[S:10][CH:11]=[C:12]([CH3:14])[N:13]=2)=[N:4][CH:5]=[CH:6][CH:7]=1)[C:22]1[CH:27]=[CH:26][CH:25]=[CH:24][CH:23]=1. (3) The product is: [CH3:1][S:2]([O:5][CH2:6][C@@H:7]1[CH2:11][CH2:10][CH2:9][C@H:8]1[CH2:12][N:18]=[N+:19]=[N-:20])(=[O:4])=[O:3]. Given the reactants [CH3:1][S:2]([O:5][CH2:6][C@@H:7]1[CH2:11][CH2:10][CH2:9][C@H:8]1[CH2:12]OS(C)(=O)=O)(=[O:4])=[O:3].[N-:18]=[N+:19]=[N-:20].[Na+], predict the reaction product.